Predict the reactants needed to synthesize the given product. From a dataset of Full USPTO retrosynthesis dataset with 1.9M reactions from patents (1976-2016). (1) The reactants are: [F:1][C:2]([F:10])([F:9])[C:3]1([C:6](O)=[O:7])[CH2:5][CH2:4]1.B.C1COCC1. Given the product [F:1][C:2]([F:10])([F:9])[C:3]1([CH2:6][OH:7])[CH2:5][CH2:4]1, predict the reactants needed to synthesize it. (2) Given the product [CH3:6][C:2]([O:7][CH2:8][C:9]1[C:17]2[C:12](=[CH:13][CH:14]=[CH:15][CH:16]=2)[N:11]([CH:29]2[C:30]3[C:25](=[CH:24][CH:23]=[CH:22][CH:21]=3)[CH2:26][CH2:27][CH2:28]2)[N:10]=1)([CH3:1])[C:3]([OH:5])=[O:4], predict the reactants needed to synthesize it. The reactants are: [CH3:1][C:2]([O:7][CH2:8][C:9]1[C:17]2[C:12](=[CH:13][CH:14]=[CH:15][CH:16]=2)[NH:11][N:10]=1)([CH3:6])[C:3]([OH:5])=[O:4].[H-].[Na+].Cl[CH:21]1[C:30]2[C:25](=[CH:26][CH:27]=[CH:28][CH:29]=2)[CH2:24][CH2:23][CH2:22]1.Cl.[OH-].[Na+]. (3) Given the product [Cl:22][C:23]1[CH:24]=[CH:25][C:26]([CH2:29][O:30][C:31]2[CH:36]=[CH:35][N:34]([C:2]3[CH:7]=[CH:6][C:5]4[C:8]5[CH2:13][CH2:12][N:11]([C:14]([O:16][C:17]([CH3:20])([CH3:19])[CH3:18])=[O:15])[CH2:10][C:9]=5[S:21][C:4]=4[CH:3]=3)[C:33](=[O:37])[CH:32]=2)=[N:27][CH:28]=1, predict the reactants needed to synthesize it. The reactants are: Br[C:2]1[CH:7]=[CH:6][C:5]2[C:8]3[CH2:13][CH2:12][N:11]([C:14]([O:16][C:17]([CH3:20])([CH3:19])[CH3:18])=[O:15])[CH2:10][C:9]=3[S:21][C:4]=2[CH:3]=1.[Cl:22][C:23]1[CH:24]=[CH:25][C:26]([CH2:29][O:30][C:31]2[CH:36]=[CH:35][NH:34][C:33](=[O:37])[CH:32]=2)=[N:27][CH:28]=1. (4) The reactants are: [C:1]([C:5]1[CH:10]=[CH:9][C:8]([CH:11]2[CH:17]([C:18]([O:20]C)=[O:19])[CH2:16][CH2:15][CH2:14][N:13]3[CH:22]=[CH:23][CH:24]=[C:12]23)=[CH:7][CH:6]=1)([CH3:4])([CH3:3])[CH3:2].[Li+].[OH-]. Given the product [C:1]([C:5]1[CH:6]=[CH:7][C:8]([CH:11]2[CH:17]([C:18]([OH:20])=[O:19])[CH2:16][CH2:15][CH2:14][N:13]3[CH:22]=[CH:23][CH:24]=[C:12]23)=[CH:9][CH:10]=1)([CH3:4])([CH3:2])[CH3:3], predict the reactants needed to synthesize it. (5) Given the product [CH3:1][C:2]1[O:6][N:5]=[C:4]([C:7]2[S:11][C:10]([NH:12][C:25]([CH:19]3[CH2:24][CH2:23][CH2:22][CH2:21][CH2:20]3)=[O:26])=[N:9][C:8]=2[C:13]2[CH:14]=[CH:15][CH:16]=[CH:17][CH:18]=2)[N:3]=1, predict the reactants needed to synthesize it. The reactants are: [CH3:1][C:2]1[O:6][N:5]=[C:4]([C:7]2[S:11][C:10]([NH2:12])=[N:9][C:8]=2[C:13]2[CH:18]=[CH:17][CH:16]=[CH:15][CH:14]=2)[N:3]=1.[CH:19]1([C:25](Cl)=[O:26])[CH2:24][CH2:23][CH2:22][CH2:21][CH2:20]1. (6) Given the product [Br:1][C:2]1[C:3]([CH3:17])=[N:4][N:5]([CH2:14][CH2:15][F:28])[C:6]=1[C:7]1[CH:12]=[CH:11][C:10]([F:13])=[CH:9][CH:8]=1.[Br:1][C:2]1[C:3]([CH3:17])=[N:4][N:5]([CH2:14][CH2:38][Cl:40])[C:6]=1[C:7]1[CH:12]=[CH:11][C:10]([F:13])=[CH:9][CH:8]=1, predict the reactants needed to synthesize it. The reactants are: [Br:1][C:2]1[C:3]([CH3:17])=[N:4][N:5]([CH2:14][CH2:15]O)[C:6]=1[C:7]1[CH:12]=[CH:11][C:10]([F:13])=[CH:9][CH:8]=1.COCCN(S(F)(F)[F:28])CCOC.C(OCC)(=O)C.O.[CH2:38]([Cl:40])Cl. (7) Given the product [CH3:14][O:7][C:6](=[O:8])[C:5]1[CH:9]=[CH:10][C:2]([F:1])=[C:3]([N+:11]([O-:13])=[O:12])[CH:4]=1, predict the reactants needed to synthesize it. The reactants are: [F:1][C:2]1[CH:10]=[CH:9][C:5]([C:6]([OH:8])=[O:7])=[CH:4][C:3]=1[N+:11]([O-:13])=[O:12].[CH3:14][Si](C=[N+]=[N-])(C)C.O.